This data is from Full USPTO retrosynthesis dataset with 1.9M reactions from patents (1976-2016). The task is: Predict the reactants needed to synthesize the given product. (1) Given the product [OH:28][C@@:24]1([CH3:27])[CH2:25][CH2:26][N:22]([C:3]2[C:2]([C:37]3[N:41]([CH2:42][O:43][CH2:44][CH2:45][Si:46]([CH3:49])([CH3:48])[CH3:47])[N:40]=[CH:39][CH:38]=3)=[CH:21][C:6]([C:7]([NH:9][C:10]3[CH:15]=[CH:14][C:13]([O:16][C:17]([F:20])([F:19])[F:18])=[CH:12][CH:11]=3)=[O:8])=[CH:5][N:4]=2)[CH2:23]1, predict the reactants needed to synthesize it. The reactants are: Br[C:2]1[C:3]([N:22]2[CH2:26][CH2:25][C@@:24]([OH:28])([CH3:27])[CH2:23]2)=[N:4][CH:5]=[C:6]([CH:21]=1)[C:7]([NH:9][C:10]1[CH:15]=[CH:14][C:13]([O:16][C:17]([F:20])([F:19])[F:18])=[CH:12][CH:11]=1)=[O:8].CC1(C)C(C)(C)OB([C:37]2[N:41]([CH2:42][O:43][CH2:44][CH2:45][Si:46]([CH3:49])([CH3:48])[CH3:47])[N:40]=[CH:39][CH:38]=2)O1.C([O-])([O-])=O.[Na+].[Na+].COCCOC. (2) Given the product [NH2:1][C:2]1[C:7]([C:8]([NH2:9])=[O:37])=[C:6]([N:10]2[CH2:15][CH2:14][CH:13]([C:16]3[N:17]([CH2:29][CH2:30][N:31]4[CH2:32][CH2:33][CH2:34]4)[CH:18]=[C:19]([C:21]4[CH:26]=[CH:25][C:24]([F:27])=[C:23]([CH3:28])[CH:22]=4)[N:20]=3)[C:12]([F:36])([F:35])[CH2:11]2)[N:5]=[CH:4][N:3]=1, predict the reactants needed to synthesize it. The reactants are: [NH2:1][C:2]1[C:7]([C:8]#[N:9])=[C:6]([N:10]2[CH2:15][CH2:14][CH:13]([C:16]3[N:17]([CH2:29][CH2:30][N:31]4[CH2:34][CH2:33][CH2:32]4)[CH:18]=[C:19]([C:21]4[CH:26]=[CH:25][C:24]([F:27])=[C:23]([CH3:28])[CH:22]=4)[N:20]=3)[C:12]([F:36])([F:35])[CH2:11]2)[N:5]=[CH:4][N:3]=1.[OH:37]O.[OH-].[Na+].